Dataset: Full USPTO retrosynthesis dataset with 1.9M reactions from patents (1976-2016). Task: Predict the reactants needed to synthesize the given product. (1) Given the product [C:29]([NH:1][C:2]1[N:11]=[C:10]([N:12]([C:14]2[CH:15]=[CH:16][C:17]([O:20][CH3:21])=[CH:18][CH:19]=2)[CH3:13])[C:9]2[C:4](=[CH:5][CH:6]=[CH:7][CH:8]=2)[N:3]=1)(=[O:31])[CH3:30], predict the reactants needed to synthesize it. The reactants are: [NH2:1][C:2]1[N:11]=[C:10]([N:12]([C:14]2[CH:19]=[CH:18][C:17]([O:20][CH3:21])=[CH:16][CH:15]=2)[CH3:13])[C:9]2[C:4](=[CH:5][CH:6]=[CH:7][CH:8]=2)[N:3]=1.C(N(CC)CC)C.[C:29](Cl)(=[O:31])[CH3:30]. (2) Given the product [F:14][C:2]([F:1])([F:13])[C:3]1[CH:4]=[C:5]2[C:9](=[CH:10][CH:11]=1)[NH:8][N:7]=[C:6]2[NH:12][CH2:16][C:17]([OH:19])=[O:18], predict the reactants needed to synthesize it. The reactants are: [F:1][C:2]([F:14])([F:13])[C:3]1[CH:4]=[C:5]2[C:9](=[CH:10][CH:11]=1)[NH:8][N:7]=[C:6]2[NH2:12].O=[CH:16][C:17]([OH:19])=[O:18].[BH3-]C#N.[Na+]. (3) Given the product [CH3:20][O:19][C:16]1[CH:17]=[CH:18][C:13]([CH2:12][O:3][N:4]=[CH:5][C:6]([O:8][CH2:9][CH3:10])=[O:7])=[CH:14][CH:15]=1, predict the reactants needed to synthesize it. The reactants are: [H-].[Na+].[OH:3][N:4]=[CH:5][C:6]([O:8][CH2:9][CH3:10])=[O:7].Cl[CH2:12][C:13]1[CH:18]=[CH:17][C:16]([O:19][CH3:20])=[CH:15][CH:14]=1. (4) Given the product [O:27]=[C:23]1[NH:22][CH2:21][CH2:20][N:19]([C:16]2[CH:15]=[CH:14][C:13]3[NH:12][CH:11]=[C:10]4[C:25](=[O:26])[N:7]([C:1]5[CH:6]=[CH:5][CH:4]=[CH:3][CH:2]=5)[N:8]=[C:9]4[C:18]=3[N:17]=2)[CH2:24]1, predict the reactants needed to synthesize it. The reactants are: [C:1]1([N:7]2[C:25](=[O:26])[C:10]3=[CH:11][NH:12][C:13]4[CH:14]=[CH:15][C:16]([N:19]5[CH2:24][CH2:23][NH:22][CH2:21][CH2:20]5)=[N:17][C:18]=4[C:9]3=[N:8]2)[CH:6]=[CH:5][CH:4]=[CH:3][CH:2]=1.[O:27]=C1CNCCN1. (5) Given the product [N:1]1([C:6]2[CH:26]=[CH:25][C:9]([CH2:10][C:11]3[C:12]([Cl:24])=[N:13][C:14]4[C:19]([C:20]=3[Cl:21])=[CH:18][C:17]([C:60]([C:59]3[N:55]([CH3:54])[CH:56]=[N:57][CH:58]=3)([C:62]3[CH:63]=[N:64][C:65]([C:68]([F:70])([F:69])[F:71])=[CH:66][CH:67]=3)[OH:61])=[CH:16][C:15]=4[CH3:23])=[CH:8][CH:7]=2)[CH:5]=[CH:4][CH:3]=[N:2]1, predict the reactants needed to synthesize it. The reactants are: [N:1]1([C:6]2[CH:26]=[CH:25][C:9]([CH2:10][C:11]3[C:12]([Cl:24])=[N:13][C:14]4[C:19]([C:20]=3[Cl:21])=[CH:18][C:17](Br)=[CH:16][C:15]=4[CH3:23])=[CH:8][CH:7]=2)[CH:5]=[CH:4][CH:3]=[N:2]1.N1(C2C=CC(CC3C(OC)=NC4C(C=3Cl)=CC(Br)=CC=4C)=CC=2)C=CC=N1.[CH3:54][N:55]1[C:59]([C:60]([C:62]2[CH:63]=[N:64][C:65]([C:68]([F:71])([F:70])[F:69])=[CH:66][CH:67]=2)=[O:61])=[CH:58][N:57]=[CH:56]1.[Li]CCCC.C(=O)=O. (6) Given the product [F:32][C:29]1[CH:30]=[CH:31][C:26]([CH2:25][N:14]2[CH2:15][CH2:16][C:11]3([O:10][C:9]4[C:19]5[C:5]([C:6](=[O:23])[C:7](=[O:22])[C:8]=4[S:18][CH2:17]3)=[CH:4][C:3]([O:2][CH3:1])=[CH:21][CH:20]=5)[CH2:12][CH2:13]2)=[CH:27][CH:28]=1, predict the reactants needed to synthesize it. The reactants are: [CH3:1][O:2][C:3]1[CH:4]=[C:5]2[C:19](=[CH:20][CH:21]=1)[C:9]1[O:10][C:11]3([CH2:17][S:18][C:8]=1[C:7](=[O:22])[C:6]2=[O:23])[CH2:16][CH2:15][NH:14][CH2:13][CH2:12]3.Br[CH2:25][C:26]1[CH:31]=[CH:30][C:29]([F:32])=[CH:28][CH:27]=1. (7) Given the product [Br:1][C:2]1[CH:11]=[CH:10][C:9]2[N:8]=[CH:7][C:6]3[NH:12][C:26](=[N:27][C:28]#[N:29])[N:13]([C:14]4[CH:19]=[CH:18][C:17]([O:20][CH3:21])=[CH:16][C:15]=4[O:22][CH3:23])[C:5]=3[C:4]=2[CH:3]=1, predict the reactants needed to synthesize it. The reactants are: [Br:1][C:2]1[CH:3]=[C:4]2[C:9](=[CH:10][CH:11]=1)[N:8]=[CH:7][C:6]([NH2:12])=[C:5]2[NH:13][C:14]1[CH:19]=[CH:18][C:17]([O:20][CH3:21])=[CH:16][C:15]=1[O:22][CH3:23].C[S-](C)[C:26]([S-])=[N:27][C:28]#[N:29].C(=O)([O-])[O-].[Cs+].[Cs+].